From a dataset of Reaction yield outcomes from USPTO patents with 853,638 reactions. Predict the reaction yield, written as a fraction of the theoretical maximum amount of product (1.0 means a 100% yield; for example, 0.34 means a 34% yield). (1) The catalyst is C(Cl)Cl. The product is [Br:34][C:35]1[CH:40]=[C:39]([CH2:41][N:20]([CH2:19][C:10]2[C:11]([NH:12][CH:13]3[CH2:18][CH2:17][O:16][CH2:15][CH2:14]3)=[C:6]3[CH:5]=[N:4][N:3]([CH2:1][CH3:2])[C:7]3=[N:8][C:9]=2[CH2:32][CH3:33])[C:21]([C:23]2[CH:31]=[CH:30][CH:29]=[C:25]([C:26]([NH2:45])=[O:27])[CH:24]=2)=[O:22])[CH:38]=[C:37]([CH3:42])[CH:36]=1. The reactants are [CH2:1]([N:3]1[C:7]2=[N:8][C:9]([CH2:32][CH3:33])=[C:10]([CH2:19][NH:20][C:21]([C:23]3[CH:24]=[C:25]([CH:29]=[CH:30][CH:31]=3)[C:26](O)=[O:27])=[O:22])[C:11]([NH:12][CH:13]3[CH2:18][CH2:17][O:16][CH2:15][CH2:14]3)=[C:6]2[CH:5]=[N:4]1)[CH3:2].[Br:34][C:35]1[CH:36]=[C:37]([CH2:42]N)[CH:38]=[C:39]([CH3:41])[CH:40]=1.C[N:45](C(ON1N=NC2C=CC=CC1=2)=[N+](C)C)C.F[P-](F)(F)(F)(F)F.CCN(CC)CC. The yield is 0.500. (2) The reactants are [C:1]1([C:36]2[CH:41]=[CH:40][CH:39]=[CH:38][CH:37]=2)[CH:6]=[CH:5][CH:4]=[CH:3][C:2]=1[C:7]1(O)[C:20]2[CH:19]=[C:18]([Br:21])[CH:17]=[CH:16][C:15]=2[C:14]([C:23]2[CH:28]=[CH:27][CH:26]=[CH:25][C:24]=2[C:29]2[CH:34]=[CH:33][CH:32]=[CH:31][CH:30]=2)(O)[C:13]2[C:8]1=[CH:9][CH:10]=[CH:11][CH:12]=2.[I-].[K+].O.[PH2](=O)[O-].[Na+].[PH2](=O)O. The catalyst is C(O)(=O)C. The product is [C:1]1([C:36]2[CH:37]=[CH:38][CH:39]=[CH:40][CH:41]=2)[CH:6]=[CH:5][CH:4]=[CH:3][C:2]=1[C:7]1[C:8]2[C:13]([C:14]([C:23]3[CH:28]=[CH:27][CH:26]=[CH:25][C:24]=3[C:29]3[CH:30]=[CH:31][CH:32]=[CH:33][CH:34]=3)=[C:15]3[C:20]=1[CH:19]=[C:18]([Br:21])[CH:17]=[CH:16]3)=[CH:12][CH:11]=[CH:10][CH:9]=2. The yield is 0.660. (3) The reactants are Br[C:2]1[N:6]([S:7]([C:10]2[CH:15]=[CH:14][CH:13]=[CH:12][CH:11]=2)(=[O:9])=[O:8])[CH:5]=[C:4]([CH:16]=[O:17])[CH:3]=1.[F:18][C:19]1[C:24](B(O)O)=[CH:23][CH:22]=[CH:21][N:20]=1.C(=O)([O-])O.[Na+].COCCOC. The catalyst is C1C=CC([P]([Pd]([P](C2C=CC=CC=2)(C2C=CC=CC=2)C2C=CC=CC=2)([P](C2C=CC=CC=2)(C2C=CC=CC=2)C2C=CC=CC=2)[P](C2C=CC=CC=2)(C2C=CC=CC=2)C2C=CC=CC=2)(C2C=CC=CC=2)C2C=CC=CC=2)=CC=1.O. The product is [F:18][C:19]1[C:24]([C:2]2[N:6]([S:7]([C:10]3[CH:15]=[CH:14][CH:13]=[CH:12][CH:11]=3)(=[O:9])=[O:8])[CH:5]=[C:4]([CH:16]=[O:17])[CH:3]=2)=[CH:23][CH:22]=[CH:21][N:20]=1. The yield is 0.680. (4) The reactants are C1C=CC(P(C2C(C3C(P(C4C=CC=CC=4)C4C=CC=CC=4)=CC=C4C=3C=CC=C4)=C3C(C=CC=C3)=CC=2)C2C=CC=CC=2)=CC=1.Br[C:48]1[CH:49]=[C:50]2[C:56]3([CH2:61][CH2:60][N:59]([C:62]([O:64][C:65]([CH3:68])([CH3:67])[CH3:66])=[O:63])[CH2:58][CH2:57]3)[CH2:55][N:54]([C:69]3[C:70]4[C@H:77]([CH3:78])[CH2:76][CH2:75][C:71]=4[N:72]=[CH:73][N:74]=3)[C:51]2=[CH:52][CH:53]=1.[Cl:79][C:80]1[CH:81]=[C:82]([NH2:86])[CH:83]=[CH:84][CH:85]=1.C1(C)C=CC=CC=1. The catalyst is CCOC(C)=O.CC([O-])=O.CC([O-])=O.[Pd+2]. The product is [Cl:79][C:80]1[CH:81]=[C:82]([NH:86][C:48]2[CH:49]=[C:50]3[C:56]4([CH2:61][CH2:60][N:59]([C:62]([O:64][C:65]([CH3:68])([CH3:67])[CH3:66])=[O:63])[CH2:58][CH2:57]4)[CH2:55][N:54]([C:69]4[C:70]5[C@H:77]([CH3:78])[CH2:76][CH2:75][C:71]=5[N:72]=[CH:73][N:74]=4)[C:51]3=[CH:52][CH:53]=2)[CH:83]=[CH:84][CH:85]=1. The yield is 0.590. (5) The catalyst is CO. The product is [F:31][C:28]1[CH:29]=[CH:30][C:25]([CH2:24][C:23]([N:12]2[CH2:13][CH:14]([O:16][C:17](=[O:22])[C:18]([CH3:20])([CH3:19])[CH3:21])[CH2:15][NH:11]2)=[O:32])=[CH:26][CH:27]=1. The reactants are C(OC([N:11]1[CH2:15][CH:14]([O:16][C:17](=[O:22])[C:18]([CH3:21])([CH3:20])[CH3:19])[CH2:13][N:12]1[C:23](=[O:32])[CH2:24][C:25]1[CH:30]=[CH:29][C:28]([F:31])=[CH:27][CH:26]=1)=O)C1C=CC=CC=1. The yield is 0.980. (6) The reactants are [NH2:1][C:2]1[CH:24]=[C:23]([Br:25])[C:5]([O:6][C:7]2[CH:8]=[C:9]3[C:14](=[CH:15][CH:16]=2)[N:13]=[C:12]([CH2:17][NH:18][S:19]([CH3:22])(=[O:21])=[O:20])[CH:11]=[CH:10]3)=[C:4]([Br:26])[CH:3]=1.C(N(CC)CC)C.C([CH:36]([C:40](Cl)=[O:41])[C:37](Cl)=[O:38])C.C(OCC)(=[O:45])C. The catalyst is O1CCCC1. The product is [Br:25][C:23]1[CH:24]=[C:2]([NH:1][C:40](=[O:41])[CH2:36][C:37]([OH:38])=[O:45])[CH:3]=[C:4]([Br:26])[C:5]=1[O:6][C:7]1[CH:8]=[C:9]2[C:14](=[CH:15][CH:16]=1)[N:13]=[C:12]([CH2:17][NH:18][S:19]([CH3:22])(=[O:20])=[O:21])[CH:11]=[CH:10]2. The yield is 0.300. (7) The reactants are [CH3:1][C:2]1[CH:7]=[CH:6][C:5]([N:8]2[C:16]3[C:11](=[CH:12][C:13]([C:17]([O:19][CH3:20])=[O:18])=[CH:14][CH:15]=3)[CH:10]=[N:9]2)=[CH:4][CH:3]=1.[Br:21]Br. The catalyst is C(#N)C. The product is [Br:21][C:10]1[C:11]2[C:16](=[CH:15][CH:14]=[C:13]([C:17]([O:19][CH3:20])=[O:18])[CH:12]=2)[N:8]([C:5]2[CH:4]=[CH:3][C:2]([CH3:1])=[CH:7][CH:6]=2)[N:9]=1. The yield is 0.960.